Dataset: Full USPTO retrosynthesis dataset with 1.9M reactions from patents (1976-2016). Task: Predict the reactants needed to synthesize the given product. (1) Given the product [CH2:22]([C:19]1[CH:18]=[N:17][C:16]([N:13]2[CH2:14][CH2:15][CH:10]([C:8]3[O:9][C:5]4[CH:4]=[CH:3][C:2]([C:27]5[CH:28]=[CH:29][C:30]([S:32]([CH3:35])(=[O:34])=[O:33])=[CH:31][C:26]=5[F:25])=[CH:24][C:6]=4[N:7]=3)[CH2:11][CH2:12]2)=[N:21][CH:20]=1)[CH3:23], predict the reactants needed to synthesize it. The reactants are: Br[C:2]1[CH:3]=[CH:4][C:5]2[O:9][C:8]([CH:10]3[CH2:15][CH2:14][N:13]([C:16]4[N:21]=[CH:20][C:19]([CH2:22][CH3:23])=[CH:18][N:17]=4)[CH2:12][CH2:11]3)=[N:7][C:6]=2[CH:24]=1.[F:25][C:26]1[CH:31]=[C:30]([S:32]([CH3:35])(=[O:34])=[O:33])[CH:29]=[CH:28][C:27]=1B1OC(C)(C)C(C)(C)O1. (2) Given the product [CH3:1][O:2][C:3]1[CH:8]=[CH:7][CH:6]=[CH:5][C:4]=1[C:28]1[N:33]=[CH:32][N:31]=[C:30]([NH:34][C:35]2[CH:36]=[C:37]([CH:41]=[CH:42][CH:43]=2)[C:38]([NH2:40])=[O:39])[N:29]=1, predict the reactants needed to synthesize it. The reactants are: [CH3:1][O:2][C:3]1[CH:8]=[CH:7][CH:6]=[CH:5][C:4]=1C1N=CN=C(NC2C=C(CS(N)(=O)=O)C=CC=2)N=1.Cl[C:28]1[N:33]=[CH:32][N:31]=[C:30]([NH:34][C:35]2[CH:36]=[C:37]([CH:41]=[CH:42][CH:43]=2)[C:38]([NH2:40])=[O:39])[N:29]=1.COC1C=CC=CC=1B(O)O. (3) Given the product [F:8][C:6]1[C:5]([F:9])=[CH:4][C:3]([F:11])=[C:2]([F:1])[N:7]=1, predict the reactants needed to synthesize it. The reactants are: [F:1][C:2]1[N:7]=[C:6]([F:8])[C:5]([F:9])=[C:4](F)[C:3]=1[F:11].